Dataset: Peptide-MHC class II binding affinity with 134,281 pairs from IEDB. Task: Regression. Given a peptide amino acid sequence and an MHC pseudo amino acid sequence, predict their binding affinity value. This is MHC class II binding data. (1) The peptide sequence is NKIVRMYSPISI. The MHC is DRB1_0405 with pseudo-sequence DRB1_0405. The binding affinity (normalized) is 0.938. (2) The peptide sequence is VRVPVPQLQPQNPSQ. The MHC is HLA-DPA10201-DPB10501 with pseudo-sequence HLA-DPA10201-DPB10501. The binding affinity (normalized) is 0. (3) The peptide sequence is LQFAKLTGFTLMGKG. The MHC is DRB1_0901 with pseudo-sequence DRB1_0901. The binding affinity (normalized) is 0.453. (4) The peptide sequence is SQDLELSWNLNGLQAY. The MHC is DRB1_1501 with pseudo-sequence DRB1_1501. The binding affinity (normalized) is 0.528. (5) The peptide sequence is SSTVKLRQNEFGPAR. The MHC is DRB1_0701 with pseudo-sequence DRB1_0701. The binding affinity (normalized) is 0.129.